From a dataset of Full USPTO retrosynthesis dataset with 1.9M reactions from patents (1976-2016). Predict the reactants needed to synthesize the given product. Given the product [F:11][C:12]1[CH:19]=[C:18]([O:10][C:4]2[CH:5]=[C:6]([F:9])[CH:7]=[CH:8][C:3]=2[O:2][CH3:1])[C:17]([F:21])=[CH:16][C:13]=1[C:14]#[N:15], predict the reactants needed to synthesize it. The reactants are: [CH3:1][O:2][C:3]1[CH:8]=[CH:7][C:6]([F:9])=[CH:5][C:4]=1[OH:10].[F:11][C:12]1[CH:19]=[C:18](F)[C:17]([F:21])=[CH:16][C:13]=1[C:14]#[N:15].C(=O)([O-])[O-].[K+].[K+].